From a dataset of Experimentally validated miRNA-target interactions with 360,000+ pairs, plus equal number of negative samples. Binary Classification. Given a miRNA mature sequence and a target amino acid sequence, predict their likelihood of interaction. The miRNA is hsa-miR-4672 with sequence UUACACAGCUGGACAGAGGCA. The protein sequence of the target gene is MALPGPAVFGPGSRGSLDEAGAEGREAAALAAAGVALEDEEEDDGRRGLLRWDGFSAWLHCVCVVGFDLELGQAVEVIYPQHSKLTDKEKTNICYLSFPDSNSGCLGDTQFCFRFRQSSGRRVSLHCLLDEFDKDLPVYLKKDPAYFYGYVYFRQVRDKTLKRGYFQKSLVLISKLPYIHFFHTVLKQIAPEYFEKNEPYLEAACNDVDRWPAPVPGKTLHLPIMGLVMKVRIPTCHDKPGTTQMVQLTQQADTHTSIILPTVHEVDLFRCFCPVFLHSQMLWELVLLGEPLVVMAPSPS.... Result: 0 (no interaction).